This data is from Full USPTO retrosynthesis dataset with 1.9M reactions from patents (1976-2016). The task is: Predict the reactants needed to synthesize the given product. Given the product [CH:20]1([NH:23][C:15](=[O:17])[C:14]2[CH:18]=[CH:19][C:11]([N:7]3[C:8]4[C:4](=[CH:3][C:2]([NH:1][C:33](=[O:34])[C:32]5[CH:31]=[CH:30][C:29]([N:27]([CH2:26][CH2:25][OH:24])[CH3:28])=[CH:37][CH:36]=5)=[CH:10][CH:9]=4)[CH:5]=[CH:6]3)=[CH:12][CH:13]=2)[CH2:22][CH2:21]1, predict the reactants needed to synthesize it. The reactants are: [NH2:1][C:2]1[CH:3]=[C:4]2[C:8](=[CH:9][CH:10]=1)[N:7]([C:11]1[CH:19]=[CH:18][C:14]([C:15]([OH:17])=O)=[CH:13][CH:12]=1)[CH:6]=[CH:5]2.[CH:20]1([NH2:23])[CH2:22][CH2:21]1.[OH:24][CH2:25][CH2:26][N:27]([C:29]1[CH:37]=[CH:36][C:32]([C:33](O)=[O:34])=[CH:31][CH:30]=1)[CH3:28].